This data is from Full USPTO retrosynthesis dataset with 1.9M reactions from patents (1976-2016). The task is: Predict the reactants needed to synthesize the given product. Given the product [CH3:1][N:2]1[C:10]2[C:5](=[CH:6][C:7]([O:11][CH2:26][C:24]3[CH:23]=[CH:22][CH:19]=[C:18]([N+:15]([O-:17])=[O:16])[CH:25]=3)=[CH:8][CH:9]=2)[CH:4]=[C:3]1[C:12](=[O:14])[NH2:13], predict the reactants needed to synthesize it. The reactants are: [CH3:1][N:2]1[C:10]2[C:5](=[CH:6][C:7]([OH:11])=[CH:8][CH:9]=2)[CH:4]=[C:3]1[C:12](=[O:14])[NH2:13].[N+:15]([C:18]1[CH:25]=[CH:24][CH:23]=[CH:22][C:19]=1CBr)([O-:17])=[O:16].[C:26]([O-])([O-])=O.[Cs+].[Cs+].